This data is from Reaction yield outcomes from USPTO patents with 853,638 reactions. The task is: Predict the reaction yield, written as a fraction of the theoretical maximum amount of product (1.0 means a 100% yield; for example, 0.34 means a 34% yield). The reactants are [CH3:1][C:2]1[CH:7]=[CH:6][N:5]=[CH:4][C:3]=1[N:8]1[CH2:12][CH2:11][NH:10][C:9]1=[O:13].Br[C:15]1[CH:16]=[CH:17][C:18]([F:24])=[C:19]([C:21](=[O:23])[CH3:22])[CH:20]=1.N[C@@H]1CCCC[C@H]1N.P([O-])([O-])([O-])=O.[K+].[K+].[K+]. The catalyst is [Cu](I)I.O1CCOCC1. The product is [C:21]([C:19]1[CH:20]=[C:15]([N:10]2[CH2:11][CH2:12][N:8]([C:3]3[CH:4]=[N:5][CH:6]=[CH:7][C:2]=3[CH3:1])[C:9]2=[O:13])[CH:16]=[CH:17][C:18]=1[F:24])(=[O:23])[CH3:22]. The yield is 0.193.